Predict the reaction yield, written as a fraction of the theoretical maximum amount of product (1.0 means a 100% yield; for example, 0.34 means a 34% yield). From a dataset of Reaction yield outcomes from USPTO patents with 853,638 reactions. (1) The reactants are [Cl:1][C:2]1[C:10]2[O:9][CH2:8][O:7][C:6]=2[CH:5]=[CH:4][C:3]=1[C:11]([O:13]C)=[O:12].C1COCC1.O[Li].O.Cl. The catalyst is O. The product is [Cl:1][C:2]1[C:10]2[O:9][CH2:8][O:7][C:6]=2[CH:5]=[CH:4][C:3]=1[C:11]([OH:13])=[O:12]. The yield is 1.00. (2) The reactants are [Br:1]P(Br)Br.O[CH:6]([C:8]1[CH:9]=[C:10]([C:25]([N:27]([CH3:29])[CH3:28])=[O:26])[CH:11]=[C:12]2[C:17]=1[O:16][C:15]([N:18]1[CH2:23][CH2:22][O:21][CH2:20][CH2:19]1)=[CH:14][C:13]2=[O:24])[CH3:7]. The catalyst is C(Cl)Cl. The product is [BrH:1].[Br:1][CH:6]([C:8]1[CH:9]=[C:10]([C:25]([N:27]([CH3:29])[CH3:28])=[O:26])[CH:11]=[C:12]2[C:17]=1[O:16][C:15]([N:18]1[CH2:23][CH2:22][O:21][CH2:20][CH2:19]1)=[CH:14][C:13]2=[O:24])[CH3:7]. The yield is 0.820.